Dataset: Catalyst prediction with 721,799 reactions and 888 catalyst types from USPTO. Task: Predict which catalyst facilitates the given reaction. (1) Reactant: [O:1]=[C:2]1[C:7]([C:8]([O:10][CH2:11][CH3:12])=[O:9])=[N:6][NH:5][C:4]2[N:13]=[CH:14][CH:15]=[CH:16][C:3]1=2.[I:17][C:18]1[CH:25]=[CH:24][C:21]([CH2:22]Br)=[CH:20][CH:19]=1.[H-].[Na+].C(=O)(O)[O-].[Na+]. Product: [I:17][C:18]1[CH:25]=[CH:24][C:21]([CH2:22][N:5]2[C:4]3[N:13]=[CH:14][CH:15]=[CH:16][C:3]=3[C:2](=[O:1])[C:7]([C:8]([O:10][CH2:11][CH3:12])=[O:9])=[N:6]2)=[CH:20][CH:19]=1. The catalyst class is: 35. (2) Reactant: [F:1][C:2]1[CH:10]=[C:9]2[C:5](/[C:6](=[C:12]3/[CH:13]=[C:14]([C:19]4[CH:27]=[CH:26][C:22]([C:23]([OH:25])=O)=[CH:21][CH:20]=4)[C:15]([CH3:18])([CH3:17])[O:16]/3)/[C:7](=[O:11])[NH:8]2)=[CH:4][CH:3]=1.[OH:28][CH:29]1[CH2:34][CH2:33][NH:32][CH2:31][CH2:30]1.F[P-](F)(F)(F)(F)F.N1(OC(N(C)C)=[N+](C)C)C2C=CC=CC=2N=N1.C(N(C(C)C)CC)(C)C. Product: [F:1][C:2]1[CH:10]=[C:9]2[C:5](/[C:6](=[C:12]3\[O:16][C:15]([CH3:17])([CH3:18])[C:14]([C:19]4[CH:27]=[CH:26][C:22]([C:23]([N:32]5[CH2:33][CH2:34][CH:29]([OH:28])[CH2:30][CH2:31]5)=[O:25])=[CH:21][CH:20]=4)=[CH:13]\3)/[C:7](=[O:11])[NH:8]2)=[CH:4][CH:3]=1. The catalyst class is: 18.